Dataset: Full USPTO retrosynthesis dataset with 1.9M reactions from patents (1976-2016). Task: Predict the reactants needed to synthesize the given product. (1) Given the product [NH2:1][C:2]1[N:7]=[C:6]([N:8]2[CH2:17][CH2:16][C:15]3[C:10](=[CH:11][C:12]([C:18]4[CH:19]=[C:20]([CH3:27])[C:21]([C:24]([N:37]([CH3:38])[CH3:36])=[O:25])=[N:22][CH:23]=4)=[CH:13][CH:14]=3)[CH2:9]2)[CH:5]=[C:4]([N:28]2[CH2:33][CH2:32][N:31]([CH3:34])[CH2:30][CH2:29]2)[N:3]=1, predict the reactants needed to synthesize it. The reactants are: [NH2:1][C:2]1[N:7]=[C:6]([N:8]2[CH2:17][CH2:16][C:15]3[C:10](=[CH:11][C:12]([C:18]4[CH:19]=[C:20]([CH3:27])[C:21]([C:24](O)=[O:25])=[N:22][CH:23]=4)=[CH:13][CH:14]=3)[CH2:9]2)[CH:5]=[C:4]([N:28]2[CH2:33][CH2:32][N:31]([CH3:34])[CH2:30][CH2:29]2)[N:3]=1.Cl.[CH3:36][NH:37][CH3:38]. (2) Given the product [Cl:1][C:2]1[CH:3]=[N:4][C:5]2[N:6]([N:8]=[C:9]([C:11]([N:16]3[CH2:17][CH2:18][C:19]4[C:24](=[CH:23][C:22]([NH:25][C:26](=[O:28])[CH3:27])=[CH:21][CH:20]=4)[N:15]3[CH3:14])=[O:13])[CH:10]=2)[CH:7]=1, predict the reactants needed to synthesize it. The reactants are: [Cl:1][C:2]1[CH:3]=[N:4][C:5]2[N:6]([N:8]=[C:9]([C:11]([OH:13])=O)[CH:10]=2)[CH:7]=1.[CH3:14][N:15]1[C:24]2[C:19](=[CH:20][CH:21]=[C:22]([NH:25][C:26](=[O:28])[CH3:27])[CH:23]=2)[CH2:18][CH2:17][NH:16]1. (3) Given the product [NH2:1][C:2]1[C:11]([C:12]2[CH:17]=[CH:16][C:15]([N+:18]([O-:20])=[O:19])=[CH:14][CH:13]=2)=[N:10][C:9]([C:28]2[CH:27]=[CH:26][CH:25]=[C:24]([C:23]([F:34])([F:33])[F:22])[CH:29]=2)=[CH:8][C:3]=1[C:4]([O:6][CH3:7])=[O:5], predict the reactants needed to synthesize it. The reactants are: [NH2:1][C:2]1[C:11]([C:12]2[CH:17]=[CH:16][C:15]([N+:18]([O-:20])=[O:19])=[CH:14][CH:13]=2)=[N:10][C:9](Br)=[CH:8][C:3]=1[C:4]([O:6][CH3:7])=[O:5].[F:22][C:23]([F:34])([F:33])[C:24]1[CH:25]=[C:26](B(O)O)[CH:27]=[CH:28][CH:29]=1.[O-]P([O-])([O-])=O.[K+].[K+].[K+].C1(P(C2CCCCC2)C2C=CC=CC=2C2C(C(C)C)=CC(C(C)C)=CC=2C(C)C)CCCCC1. (4) Given the product [C:9](/[C:8](=[C:11]1/[NH:12][C:13]2[CH:21]=[CH:20][CH:19]=[CH:18][C:14]=2[N:15]/1[CH2:16][CH3:17])/[C:6]1[C:5]([CH3:22])=[CH:4][N:3]=[C:2]([NH:1][C:30]([CH:26]2[O:27][CH2:28][CH2:29][N:24]([CH3:23])[CH2:25]2)=[O:31])[N:7]=1)#[N:10], predict the reactants needed to synthesize it. The reactants are: [NH2:1][C:2]1[N:7]=[C:6](/[C:8](=[C:11]2\[NH:12][C:13]3[CH:21]=[CH:20][CH:19]=[CH:18][C:14]=3[N:15]\2[CH2:16][CH3:17])/[C:9]#[N:10])[C:5]([CH3:22])=[CH:4][N:3]=1.[CH3:23][N:24]1[CH2:29][CH2:28][O:27][CH:26]([C:30](O)=[O:31])[CH2:25]1.